This data is from Reaction yield outcomes from USPTO patents with 853,638 reactions. The task is: Predict the reaction yield, written as a fraction of the theoretical maximum amount of product (1.0 means a 100% yield; for example, 0.34 means a 34% yield). The reactants are [F:1][C:2]([F:21])([F:20])[C:3]1[CH:8]=[CH:7][CH:6]=[CH:5][C:4]=1[C:9]1[C:14]2[CH2:15][CH:16]([CH2:18][NH2:19])[O:17][C:13]=2[CH:12]=[CH:11][CH:10]=1.C(N(C(C)C)CC)(C)C.Cl[C:32]([O:34][CH2:35][C:36]1[CH:41]=[CH:40][CH:39]=[CH:38][CH:37]=1)=[O:33]. The yield is 0.910. No catalyst specified. The product is [CH2:35]([O:34][C:32](=[O:33])[NH:19][CH2:18][CH:16]1[CH2:15][C:14]2[C:9]([C:4]3[CH:5]=[CH:6][CH:7]=[CH:8][C:3]=3[C:2]([F:20])([F:1])[F:21])=[CH:10][CH:11]=[CH:12][C:13]=2[O:17]1)[C:36]1[CH:41]=[CH:40][CH:39]=[CH:38][CH:37]=1.